This data is from Full USPTO retrosynthesis dataset with 1.9M reactions from patents (1976-2016). The task is: Predict the reactants needed to synthesize the given product. (1) The reactants are: [Cl:1][C:2]1[N:17]=[CH:16][CH:15]=[CH:14][C:3]=1[C:4]([NH:6][C:7]1[CH:12]=[CH:11][CH:10]=[CH:9][C:8]=1[OH:13])=[O:5].Br[CH:19]([CH3:23])[C:20](=[O:22])[CH3:21].C(=O)([O-])[O-].[K+].[K+].O. Given the product [Cl:1][C:2]1[N:17]=[CH:16][CH:15]=[CH:14][C:3]=1[C:4]([NH:6][C:7]1[CH:12]=[CH:11][CH:10]=[CH:9][C:8]=1[O:13][CH:19]([CH3:23])[C:20](=[O:22])[CH3:21])=[O:5], predict the reactants needed to synthesize it. (2) Given the product [Br:31][C:25]1[CH:24]=[C:23]2[C:28]([CH:29]=[CH:30][C:21]([C@H:19]([NH:18][C:17]([C@@H:13]3[CH2:14][CH2:15][CH2:16][N:11]([C:9](=[O:10])[C@@H:8]([NH:7][C:6](=[O:34])[C@@H:43]([OH:42])[C@@H:47]([O:49][CH3:50])[CH3:48])[CH3:33])[NH:12]3)=[O:32])[CH3:20])=[N:22]2)=[CH:27][CH:26]=1, predict the reactants needed to synthesize it. The reactants are: C(O[C:6](=[O:34])[NH:7][C@@H:8]([CH3:33])[C:9]([N:11]1[CH2:16][CH2:15][CH2:14][C@@H:13]([C:17](=[O:32])[NH:18][C@@H:19]([C:21]2[CH:30]=[CH:29][C:28]3[C:23](=[CH:24][C:25]([Br:31])=[CH:26][CH:27]=3)[N:22]=2)[CH3:20])[NH:12]1)=[O:10])(C)(C)C.Cl.O1CCOCC1.[OH:42][C@@H:43]([C@@H:47]([O:49][CH3:50])[CH3:48])C(O)=O.C(N(CC)C(C)C)(C)C.